Dataset: Reaction yield outcomes from USPTO patents with 853,638 reactions. Task: Predict the reaction yield, written as a fraction of the theoretical maximum amount of product (1.0 means a 100% yield; for example, 0.34 means a 34% yield). (1) The reactants are [Cl:1][C:2]1[CH:3]=[N:4][N:5]([CH3:42])[C:6]=1[C:7]1[CH:8]=[C:9]([C:15]([NH:17][C@@H:18]([CH2:31][C:32]2[CH:37]=[CH:36][CH:35]=[CH:34][C:33]=2[C:38]([F:41])([F:40])[F:39])[CH2:19][N:20]2C(=O)C3C(=CC=CC=3)C2=O)=[O:16])[S:10][C:11]=1[CH2:12][CH2:13][CH3:14].NN. The catalyst is O1CCCC1.CO. The product is [NH2:20][CH2:19][C@@H:18]([NH:17][C:15]([C:9]1[S:10][C:11]([CH2:12][CH2:13][CH3:14])=[C:7]([C:6]2[N:5]([CH3:42])[N:4]=[CH:3][C:2]=2[Cl:1])[CH:8]=1)=[O:16])[CH2:31][C:32]1[CH:37]=[CH:36][CH:35]=[CH:34][C:33]=1[C:38]([F:41])([F:40])[F:39]. The yield is 0.800. (2) The reactants are [CH3:1][O:2][C:3]1[CH:4]=[C:5]2[C:10](=[CH:11][C:12]=1[O:13][CH3:14])[N:9]=[CH:8][CH:7]=[C:6]2[O:15][C:16]1[CH:21]=[CH:20][C:19]([NH:22][C:23](=O)[CH2:24][O:25][C:26]2[CH:31]=[CH:30][CH:29]=[CH:28][C:27]=2[Cl:32])=[CH:18][CH:17]=1.Cl.[OH-].[Na+]. The catalyst is O1CCCC1. The product is [Cl:32][C:27]1[CH:28]=[CH:29][CH:30]=[CH:31][C:26]=1[O:25][CH2:24][CH2:23][NH:22][C:19]1[CH:20]=[CH:21][C:16]([O:15][C:6]2[C:5]3[C:10](=[CH:11][C:12]([O:13][CH3:14])=[C:3]([O:2][CH3:1])[CH:4]=3)[N:9]=[CH:8][CH:7]=2)=[CH:17][CH:18]=1. The yield is 0.800. (3) The reactants are [CH3:1][C:2]1[N:7]=[C:6]2[S:8][C:9]3[CH2:14][CH2:13][CH2:12][CH2:11][C:10]=3[C:5]2=[C:4]([C:15]2[C:16]([Cl:25])=[C:17]3[C:22](=[CH:23][CH:24]=2)[O:21][CH2:20][CH2:19][CH2:18]3)[C:3]=1[CH:26]([O:31][C:32]([CH3:35])([CH3:34])[CH3:33])[C:27]([O:29]C)=[O:28].[OH-].[Na+]. The catalyst is CO. The product is [CH3:1][C:2]1[N:7]=[C:6]2[S:8][C:9]3[CH2:14][CH2:13][CH2:12][CH2:11][C:10]=3[C:5]2=[C:4]([C:15]2[C:16]([Cl:25])=[C:17]3[C:22](=[CH:23][CH:24]=2)[O:21][CH2:20][CH2:19][CH2:18]3)[C:3]=1[CH:26]([O:31][C:32]([CH3:35])([CH3:34])[CH3:33])[C:27]([OH:29])=[O:28]. The yield is 0.180. (4) The reactants are Cl[C:2]1[CH:11]=[CH:10][C:9]2[C:4](=[CH:5][C:6]([C:13]3[CH:18]=[CH:17][C:16]([O:19][CH3:20])=[CH:15][CH:14]=3)=[N:7][C:8]=2[Cl:12])[N:3]=1.C(=O)(O)[O-:22].[Na+]. No catalyst specified. The product is [Cl:12][C:8]1[N:7]=[C:6]([C:13]2[CH:18]=[CH:17][C:16]([O:19][CH3:20])=[CH:15][CH:14]=2)[CH:5]=[C:4]2[C:9]=1[CH:10]=[CH:11][C:2](=[O:22])[NH:3]2. The yield is 0.320. (5) The reactants are [C:1]([SiH2:5][O:6][C:7]([CH3:21])([CH3:20])[C@H:8]1[CH2:13][CH2:12][C@H:11]([CH2:14]OS(C)(=O)=O)[CH2:10][CH2:9]1)([CH3:4])([CH3:3])[CH3:2].[C-:22]#[N:23].[Na+]. The catalyst is CN(C=O)C. The product is [C:1]([SiH2:5][O:6][C:7]([CH3:21])([CH3:20])[C@H:8]1[CH2:13][CH2:12][C@H:11]([CH2:14][C:22]#[N:23])[CH2:10][CH2:9]1)([CH3:4])([CH3:3])[CH3:2]. The yield is 0.800. (6) The catalyst is C1COCC1.O. The reactants are [F-].C([N+](CCCC)(CCCC)CCCC)CCC.[C:19]([O:23][C:24]([NH:26][CH2:27][CH2:28][N:29]1[C:33]([C:34]([O:36][CH2:37][CH3:38])=[O:35])=[CH:32][C:31]([O:39][Si](C(C)(C)C)(C)C)=[N:30]1)=[O:25])([CH3:22])([CH3:21])[CH3:20]. The yield is 0.830. The product is [C:19]([O:23][C:24]([NH:26][CH2:27][CH2:28][N:29]1[C:33]([C:34]([O:36][CH2:37][CH3:38])=[O:35])=[CH:32][C:31]([OH:39])=[N:30]1)=[O:25])([CH3:22])([CH3:21])[CH3:20]. (7) The reactants are C[O:2][C:3](=[O:36])[CH2:4][NH:5][CH2:6][C:7]1[CH:12]=[CH:11][C:10]([CH2:13][N:14]([CH2:25][C:26]2[C:31]([CH3:32])=[CH:30][C:29]([CH3:33])=[CH:28][N:27]=2)[CH:15]2[C:24]3[N:23]=[CH:22][CH:21]=[CH:20][C:19]=3[CH2:18][CH2:17][CH2:16]2)=[C:9]([CH2:34][OH:35])[CH:8]=1.Cl. The catalyst is CCO.[OH-].[Na+]. The product is [CH3:32][C:31]1[C:26]([CH2:25][N:14]([CH2:13][C:10]2[CH:11]=[CH:12][C:7]([CH2:6][NH:5][CH2:4][C:3]([OH:36])=[O:2])=[CH:8][C:9]=2[CH2:34][OH:35])[CH:15]2[C:24]3[N:23]=[CH:22][CH:21]=[CH:20][C:19]=3[CH2:18][CH2:17][CH2:16]2)=[N:27][CH:28]=[C:29]([CH3:33])[CH:30]=1. The yield is 0.780. (8) The reactants are [CH2:1]([O:8][C:9]([N:11]1[CH2:23][CH2:22][C:21]2[C:20]3[C:15](=[CH:16][CH:17]=[CH:18][CH:19]=3)[NH:14][C:13]=2[CH2:12]1)=[O:10])[C:2]1[CH:7]=[CH:6][CH:5]=[CH:4][CH:3]=1.[CH2:24]([O:31][C:32]1[CH:39]=[CH:38][C:35]([CH2:36]Cl)=[CH:34][CH:33]=1)[C:25]1[CH:30]=[CH:29][CH:28]=[CH:27][CH:26]=1.[H-].[Na+].O. The catalyst is CN(C=O)C. The product is [CH2:1]([O:8][C:9]([N:11]1[CH2:23][CH2:22][C:21]2[C:20]3[C:15](=[CH:16][CH:17]=[CH:18][CH:19]=3)[N:14]([CH2:36][C:35]3[CH:38]=[CH:39][C:32]([O:31][CH2:24][C:25]4[CH:30]=[CH:29][CH:28]=[CH:27][CH:26]=4)=[CH:33][CH:34]=3)[C:13]=2[CH2:12]1)=[O:10])[C:2]1[CH:3]=[CH:4][CH:5]=[CH:6][CH:7]=1. The yield is 0.930. (9) The catalyst is CN(C=O)C. The reactants are [Cl:1][C:2]1[CH:3]=[C:4](Cl)[C:5]2[N:6]([C:8]([C:11]([NH:13][C:14]3[CH:19]=[CH:18][N:17]=[C:16]([Cl:20])[CH:15]=3)=[O:12])=[CH:9][N:10]=2)[N:7]=1.BrC1C2N(C(C(NC3C=CN=C(Cl)C=3)=O)=CN=2)N=C(Cl)C=1.[CH3:43][O:44][C:45]1[CH:55]=[CH:54][C:48]([CH2:49][NH:50][CH:51]2[CH2:53][CH2:52]2)=[CH:47][CH:46]=1.C(N(CC)C(C)C)(C)C. The yield is 0.890. The product is [Cl:1][C:2]1[CH:3]=[C:4]([N:50]([CH:51]2[CH2:53][CH2:52]2)[CH2:49][C:48]2[CH:54]=[CH:55][C:45]([O:44][CH3:43])=[CH:46][CH:47]=2)[C:5]2[N:6]([C:8]([C:11]([NH:13][C:14]3[CH:19]=[CH:18][N:17]=[C:16]([Cl:20])[CH:15]=3)=[O:12])=[CH:9][N:10]=2)[N:7]=1. (10) The reactants are Cl[C:2]1[N:7]=[CH:6][C:5]([CH2:8][C:9]2[C:17]3[C:12](=[N:13][CH:14]=[CH:15][CH:16]=3)[N:11]([Si:18]([CH:25]([CH3:27])[CH3:26])([CH:22]([CH3:24])[CH3:23])[CH:19]([CH3:21])[CH3:20])[CH:10]=2)=[CH:4][CH:3]=1.[CH2:28]([NH2:35])[C:29]1[CH:34]=[CH:33][CH:32]=[CH:31][CH:30]=1.CC(C)([O-])C.[K+].C(P(C(C)(C)C)C1C=CC=CC=1C1C=CC=CC=1)(C)(C)C. The catalyst is C([O-])(=O)C.[Pd+2].C([O-])(=O)C.O.C1(C)C=CC=CC=1. The product is [CH2:28]([NH:35][C:2]1[CH:3]=[CH:4][C:5]([CH2:8][C:9]2[C:17]3[C:12](=[N:13][CH:14]=[CH:15][CH:16]=3)[N:11]([Si:18]([CH:25]([CH3:27])[CH3:26])([CH:22]([CH3:24])[CH3:23])[CH:19]([CH3:21])[CH3:20])[CH:10]=2)=[CH:6][N:7]=1)[C:29]1[CH:34]=[CH:33][CH:32]=[CH:31][CH:30]=1. The yield is 0.585.